From a dataset of Catalyst prediction with 721,799 reactions and 888 catalyst types from USPTO. Predict which catalyst facilitates the given reaction. (1) Reactant: [Cl:1][C:2]1[CH:7]=[C:6]([Cl:8])[CH:5]=[CH:4][C:3]=1[CH:9]1[N:14]2[CH:15]=[C:16]([C:18]([O:20][CH2:21][CH3:22])=[O:19])[N:17]=[C:13]2[NH:12][C:11]([CH3:23])=[C:10]1[C:24]([O:26][C:27]([CH3:30])([CH3:29])[CH3:28])=[O:25].[O-][Mn](=O)(=O)=O.[K+]. Product: [Cl:1][C:2]1[CH:7]=[C:6]([Cl:8])[CH:5]=[CH:4][C:3]=1[C:9]1[N:14]2[CH:15]=[C:16]([C:18]([O:20][CH2:21][CH3:22])=[O:19])[N:17]=[C:13]2[N:12]=[C:11]([CH3:23])[C:10]=1[C:24]([O:26][C:27]([CH3:28])([CH3:30])[CH3:29])=[O:25]. The catalyst class is: 21. (2) Reactant: [Cl:1][C:2]1[CH:12]=[CH:11][CH:10]=[CH:9][C:3]=1[CH2:4][S:5](Cl)(=[O:7])=[O:6].[OH-].[NH4+:14]. Product: [Cl:1][C:2]1[CH:12]=[CH:11][CH:10]=[CH:9][C:3]=1[CH2:4][S:5]([NH2:14])(=[O:7])=[O:6]. The catalyst class is: 21. (3) Reactant: [N-:1]=[N+:2]=[N-:3].[Na+].[I-].[Na+].Cl[CH2:8][CH:9]([OH:20])[CH:10]([NH:12][C:13](=[O:19])[O:14][C:15]([CH3:18])([CH3:17])[CH3:16])[CH3:11].O. Product: [N:1]([CH2:8][CH:9]([OH:20])[CH:10]([NH:12][C:13](=[O:19])[O:14][C:15]([CH3:18])([CH3:17])[CH3:16])[CH3:11])=[N+:2]=[N-:3]. The catalyst class is: 16. (4) Reactant: [NH2:1][C:2]1[CH:17]=[C:16]([C:18]([O:20][CH3:21])=[O:19])[CH:15]=[CH:14][C:3]=1[C:4]([NH:6][C:7]1[CH:12]=[CH:11][C:10]([Cl:13])=[CH:9][N:8]=1)=[O:5].[C:22]([O:26][C:27]([N:29]1[CH2:34][CH2:33][CH:32]([CH2:35][CH:36]=O)[CH2:31][CH2:30]1)=[O:28])([CH3:25])([CH3:24])[CH3:23].CCOC(C)=O. Product: [Cl:13][C:10]1[CH:11]=[CH:12][C:7]([NH:6][C:4](=[O:5])[C:3]2[CH:14]=[CH:15][C:16]([C:18]([O:20][CH3:21])=[O:19])=[CH:17][C:2]=2[NH:1][CH:35]([CH:32]2[CH2:31][CH2:30][N:29]([C:27]([O:26][C:22]([CH3:23])([CH3:25])[CH3:24])=[O:28])[CH2:34][CH2:33]2)[CH3:36])=[N:8][CH:9]=1. The catalyst class is: 2. (5) Product: [C:15]([O:6][CH2:5][CH:4]([N+:1]([O-:3])=[O:2])[CH3:7])([CH3:17])([CH3:16])[CH3:14]. Reactant: [N+:1]([CH:4]([CH3:7])[CH2:5][OH:6])([O-:3])=[O:2].S(=O)(=O)(O)[O-].[Na+].[CH2:14]=[C:15]([CH3:17])[CH3:16]. The catalyst class is: 11. (6) Reactant: [F:1][C:2]1[C:7]([CH:8]=O)=[CH:6][CH:5]=[CH:4][C:3]=1[C:10]1[CH:15]=[CH:14][C:13]([O:16][CH:17]2[CH2:25][CH2:24][C:20]3([CH2:23][CH2:22][CH2:21]3)[CH2:19][CH2:18]2)=[CH:12][CH:11]=1.[NH:26]1[CH2:29][CH:28]([C:30]([O:32]C)=[O:31])[CH2:27]1.[BH-](OC(C)=O)(OC(C)=O)OC(C)=O.[Na+].[OH-].[Na+].Cl. Product: [F:1][C:2]1[C:7]([CH2:8][N:26]2[CH2:27][CH:28]([C:30]([OH:32])=[O:31])[CH2:29]2)=[CH:6][CH:5]=[CH:4][C:3]=1[C:10]1[CH:15]=[CH:14][C:13]([O:16][CH:17]2[CH2:18][CH2:19][C:20]3([CH2:21][CH2:22][CH2:23]3)[CH2:24][CH2:25]2)=[CH:12][CH:11]=1. The catalyst class is: 26.